This data is from Forward reaction prediction with 1.9M reactions from USPTO patents (1976-2016). The task is: Predict the product of the given reaction. (1) The product is: [O:32]1[C:29]2[CH:30]=[CH:31][C:26]([C:16]3[CH:15]=[CH:14][N:13]=[C:12]([NH:11][C:9]4[CH:8]=[CH:7][C:6]5[O:1][CH2:2][CH2:3][O:4][C:5]=5[CH:10]=4)[CH:17]=3)=[CH:27][C:28]=2[O:34][CH2:33]1. Given the reactants [O:1]1[C:6]2[CH:7]=[CH:8][C:9]([NH:11][C:12]3[CH:17]=[C:16](I)[CH:15]=[CH:14][N:13]=3)=[CH:10][C:5]=2[O:4][CH2:3][CH2:2]1.C([O-])([O-])=O.[Na+].[Na+].B(O)(O)[C:26]1[CH:31]=[CH:30][C:29]2[O:32][CH2:33][O:34][C:28]=2[CH:27]=1, predict the reaction product. (2) Given the reactants [O:1]1[C:5]2[CH:6]=[CH:7][C:8]([C:10]([OH:12])=O)=[CH:9][C:4]=2[O:3][CH2:2]1.[CH:13]1([NH2:22])[C:21]2[C:16](=[CH:17][CH:18]=[CH:19][CH:20]=2)[CH2:15][CH2:14]1, predict the reaction product. The product is: [CH:13]1([NH:22][C:10]([C:8]2[CH:7]=[CH:6][C:5]3[O:1][CH2:2][O:3][C:4]=3[CH:9]=2)=[O:12])[C:21]2[C:16](=[CH:17][CH:18]=[CH:19][CH:20]=2)[CH2:15][CH2:14]1. (3) Given the reactants Cl.[NH2:2][C:3]1[CH:18]=[CH:17][C:6]([CH2:7][CH:8]([C:13]([O:15][CH3:16])=[O:14])[C:9]([O:11][CH3:12])=[O:10])=[CH:5][CH:4]=1.Br[C:20]1[CH:47]=[CH:46][CH:45]=[CH:44][C:21]=1[CH2:22][N:23]1[C:27]([CH3:29])([CH3:28])[C:26](=[O:30])[N:25]([C:31]2[CH:38]=[CH:37][C:34]([C:35]#[N:36])=[C:33]([C:39]([F:42])([F:41])[F:40])[CH:32]=2)[C:24]1=[O:43], predict the reaction product. The product is: [C:35]([C:34]1[CH:37]=[CH:38][C:31]([N:25]2[C:26](=[O:30])[C:27]([CH3:29])([CH3:28])[N:23]([CH2:22][C:21]3[CH:44]=[CH:45][CH:46]=[CH:47][C:20]=3[NH:2][C:3]3[CH:4]=[CH:5][C:6]([CH2:7][CH:8]([C:9]([O:11][CH3:12])=[O:10])[C:13]([O:15][CH3:16])=[O:14])=[CH:17][CH:18]=3)[C:24]2=[O:43])=[CH:32][C:33]=1[C:39]([F:40])([F:42])[F:41])#[N:36]. (4) Given the reactants [F:1][C:2]1[CH:3]=[C:4]2[C:10]([C:11]3[N:16]=[C:15](S(C)=O)[C:14]([F:20])=[CH:13][N:12]=3)=[CH:9][N:8](S(C3C=CC(C)=CC=3)(=O)=O)[C:5]2=[N:6][CH:7]=1.[NH2:31][CH:32]1[CH:37]2[CH2:38][CH:34]([CH2:35][CH:36]2[C:39]([OH:41])=[O:40])[CH2:33]1.C(N(C(C)C)CC)(C)C.[Li+].[OH-].FC(F)(F)C(O)=O, predict the reaction product. The product is: [F:20][C:14]1[C:15]([NH:31][CH:32]2[CH:37]3[CH2:38][CH:34]([CH2:35][CH:36]3[C:39]([OH:41])=[O:40])[CH2:33]2)=[N:16][C:11]([C:10]2[C:4]3[C:5](=[N:6][CH:7]=[C:2]([F:1])[CH:3]=3)[NH:8][CH:9]=2)=[N:12][CH:13]=1. (5) Given the reactants [CH2:1]([C@@H:8]1[NH:13][CH2:12][CH2:11][N:10]([C:14]2[CH:19]=[CH:18][C:17]([O:20][CH3:21])=[C:16]([O:22][CH:23]3[CH2:27][CH2:26][CH2:25][CH2:24]3)[CH:15]=2)[CH2:9]1)[C:2]1[CH:7]=[CH:6][CH:5]=[CH:4][CH:3]=1.C(N(CC)CC)C.Cl[C:36]([O:38][CH2:39][CH3:40])=[O:37].C([O-])(O)=O.[Na+], predict the reaction product. The product is: [CH2:39]([O:38][C:36]([N:13]1[CH2:12][CH2:11][N:10]([C:14]2[CH:19]=[CH:18][C:17]([O:20][CH3:21])=[C:16]([O:22][CH:23]3[CH2:27][CH2:26][CH2:25][CH2:24]3)[CH:15]=2)[CH2:9][C@@H:8]1[CH2:1][C:2]1[CH:3]=[CH:4][CH:5]=[CH:6][CH:7]=1)=[O:37])[CH3:40]. (6) Given the reactants [CH:1]([S:5][C:6]1[C:11]([CH2:12]Cl)=[CH:10][CH:9]=[CH:8][N:7]=1)([CH2:3][CH3:4])[CH3:2].[CH2:14]([O:16][C:17](=[O:29])[CH2:18][CH2:19][C:20]1[CH:25]=[C:24]([F:26])[C:23]([OH:27])=[C:22]([F:28])[CH:21]=1)[CH3:15], predict the reaction product. The product is: [CH2:14]([O:16][C:17](=[O:29])[CH2:18][CH2:19][C:20]1[CH:25]=[C:24]([F:26])[C:23]([O:27][CH2:12][C:11]2[C:6]([S:5][CH:1]([CH2:3][CH3:4])[CH3:2])=[N:7][CH:8]=[CH:9][CH:10]=2)=[C:22]([F:28])[CH:21]=1)[CH3:15]. (7) The product is: [F:16][C:17]1[CH:18]=[CH:19][C:20]([CH2:21][NH:22][C:23](=[O:24])[C:25]2[CH:30]=[CH:29][C:28]([S:31]([N:9]3[C:10]4[C:15](=[CH:14][CH:13]=[CH:12][CH:11]=4)[CH:7]([C:1]4[CH:2]=[CH:3][CH:4]=[CH:5][CH:6]=4)[CH2:8]3)(=[O:32])=[O:33])=[CH:27][CH:26]=2)=[CH:35][CH:36]=1. Given the reactants [C:1]1([CH:7]2[C:15]3[C:10](=[CH:11][CH:12]=[CH:13][CH:14]=3)[NH:9][CH2:8]2)[CH:6]=[CH:5][CH:4]=[CH:3][CH:2]=1.[F:16][C:17]1[CH:36]=[CH:35][C:20]([CH2:21][NH:22][C:23]([C:25]2[CH:30]=[CH:29][C:28]([S:31](Cl)(=[O:33])=[O:32])=[CH:27][CH:26]=2)=[O:24])=[CH:19][CH:18]=1.CCN(CC)CC.CC(N(C)C)=O.C([O-])(O)=O.[Na+], predict the reaction product. (8) Given the reactants [NH2:1][C@@H:2]([C:8]1[CH:13]=[CH:12][C:11]([F:14])=[CH:10][CH:9]=1)[CH2:3][C:4]([O:6][CH3:7])=[O:5].C(N(CC)CC)C.[CH3:22][C:23]([CH3:25])=O.CC(O)=O.C([BH3-])#N.[Na+], predict the reaction product. The product is: [CH3:7][O:6][C:4](=[O:5])[CH2:3][C@H:2]([C:8]1[CH:9]=[CH:10][C:11]([F:14])=[CH:12][CH:13]=1)[NH:1][CH:23]([CH3:25])[CH3:22].